This data is from Forward reaction prediction with 1.9M reactions from USPTO patents (1976-2016). The task is: Predict the product of the given reaction. (1) The product is: [CH3:25][C:20]1([CH3:26])[C:21]([CH3:24])([CH3:23])[O:22][B:18]([C:2]2[CH:7]=[CH:6][C:5]([C@H:8]([NH:10][C:11](=[O:17])[O:12][C:13]([CH3:16])([CH3:15])[CH3:14])[CH3:9])=[CH:4][CH:3]=2)[O:19]1. Given the reactants Br[C:2]1[CH:7]=[CH:6][C:5]([C@H:8]([NH:10][C:11](=[O:17])[O:12][C:13]([CH3:16])([CH3:15])[CH3:14])[CH3:9])=[CH:4][CH:3]=1.[B:18]1([B:18]2[O:22][C:21]([CH3:24])([CH3:23])[C:20]([CH3:26])([CH3:25])[O:19]2)[O:22][C:21]([CH3:24])([CH3:23])[C:20]([CH3:26])([CH3:25])[O:19]1.C([O-])(=O)C.[K+], predict the reaction product. (2) Given the reactants [C-:1]#[N:2].[K+].Br[CH2:5][C:6](=[O:12])[CH2:7][C:8]([O:10][CH3:11])=[O:9].Cl, predict the reaction product. The product is: [C:1]([CH2:5][C:6](=[O:12])[CH2:7][C:8]([O:10][CH3:11])=[O:9])#[N:2]. (3) The product is: [Cl:1][C:2]1[N:7]=[C:6]([NH:13][C:12]2[C:14]([CH3:18])=[CH:15][CH:16]=[CH:17][C:11]=2[O:10][CH3:9])[CH:5]=[CH:4][N:3]=1. Given the reactants [Cl:1][C:2]1[N:7]=[C:6](Cl)[CH:5]=[CH:4][N:3]=1.[CH3:9][O:10][C:11]1[CH:17]=[CH:16][CH:15]=[C:14]([CH3:18])[C:12]=1[NH2:13].CCN(C(C)C)C(C)C, predict the reaction product. (4) Given the reactants [C:1]1([C:7]2[CH:15]=[CH:14][CH:13]=[C:12]3[C:8]=2[CH2:9][C:10](=[O:16])[NH:11]3)[CH:6]=[CH:5][CH:4]=[CH:3][CH:2]=1.[CH3:17][C:18]1[C:22]([C:23]([N:25]2[CH2:30][CH2:29][N:28]([CH3:31])[CH2:27][CH2:26]2)=[O:24])=[CH:21][NH:20][C:19]=1[CH:32]=O, predict the reaction product. The product is: [CH3:17][C:18]1[C:22]([C:23]([N:25]2[CH2:26][CH2:27][N:28]([CH3:31])[CH2:29][CH2:30]2)=[O:24])=[CH:21][NH:20][C:19]=1[CH:32]=[C:9]1[C:8]2[C:12](=[CH:13][CH:14]=[CH:15][C:7]=2[C:1]2[CH:2]=[CH:3][CH:4]=[CH:5][CH:6]=2)[NH:11][C:10]1=[O:16]. (5) Given the reactants Cl.[NH2:2][C:3]1[N:8]=[C:7]([CH3:9])[C:6]([CH2:10][NH:11][C:12](=[O:33])[C:13]2[CH:18]=[CH:17][N:16]=[C:15]([CH2:19][C:20]3[CH:21]=[C:22]4[C:27](=[C:28]([C:30]#[N:31])[CH:29]=3)[N:26]=[CH:25][C:24]([Cl:32])=[CH:23]4)[CH:14]=2)=[C:5]([CH3:34])[CH:4]=1.C([O-])([O-])=[O:36].[K+].[K+].OO.CCOC(C)=O, predict the reaction product. The product is: [NH2:2][C:3]1[N:8]=[C:7]([CH3:9])[C:6]([CH2:10][NH:11][C:12]([C:13]2[CH:18]=[CH:17][N:16]=[C:15]([CH2:19][C:20]3[CH:21]=[C:22]4[C:27](=[C:28]([C:30]([NH2:31])=[O:36])[CH:29]=3)[N:26]=[CH:25][C:24]([Cl:32])=[CH:23]4)[CH:14]=2)=[O:33])=[C:5]([CH3:34])[CH:4]=1. (6) The product is: [Cl:20][C:21]1[C:22]([C:31]([F:33])([F:32])[F:34])=[N:23][N:24]([CH2:27][C:28]([NH:19][C:11]2[CH:10]=[N:9][N:8]([C:5]3[CH:4]=[CH:3][C:2]([F:1])=[CH:7][CH:6]=3)[C:12]=2[C:13]2[CH:18]=[CH:17][CH:16]=[CH:15][CH:14]=2)=[O:29])[C:25]=1[CH3:26]. Given the reactants [F:1][C:2]1[CH:7]=[CH:6][C:5]([N:8]2[C:12]([C:13]3[CH:18]=[CH:17][CH:16]=[CH:15][CH:14]=3)=[C:11]([NH2:19])[CH:10]=[N:9]2)=[CH:4][CH:3]=1.[Cl:20][C:21]1[C:22]([C:31]([F:34])([F:33])[F:32])=[N:23][N:24]([CH2:27][C:28](O)=[O:29])[C:25]=1[CH3:26].C(N(C(C)C)CC)(C)C.CN(C(ON1N=NC2C=CC=NC1=2)=[N+](C)C)C.F[P-](F)(F)(F)(F)F, predict the reaction product.